From a dataset of Reaction yield outcomes from USPTO patents with 853,638 reactions. Predict the reaction yield, written as a fraction of the theoretical maximum amount of product (1.0 means a 100% yield; for example, 0.34 means a 34% yield). (1) The reactants are [N:1]1([C:7]2[CH:15]=[CH:14][C:13]([N+:16]([O-:18])=[O:17])=[CH:12][C:8]=2[C:9](O)=[O:10])[CH2:6][CH2:5][O:4][CH2:3][CH2:2]1.S(Cl)([Cl:21])=O. The catalyst is C1(C)C=CC=CC=1.CN(C=O)C. The product is [N:1]1([C:7]2[CH:15]=[CH:14][C:13]([N+:16]([O-:18])=[O:17])=[CH:12][C:8]=2[C:9]([Cl:21])=[O:10])[CH2:6][CH2:5][O:4][CH2:3][CH2:2]1. The yield is 0.930. (2) The reactants are [OH:1][C@@H:2]1[C:15]([CH3:17])([CH3:16])[O:14][C:13]2[C:4](=[C:5]3[C:10](=[CH:11][CH:12]=2)[N:9]=[C:8]([C:18]#[N:19])[CH:7]=[CH:6]3)[C@H:3]1[NH:20][CH2:21][CH2:22][C:23]1[CH:28]=[CH:27][CH:26]=[CH:25][CH:24]=1.[OH-:29].[K+].[Cl-].[Na+]. The catalyst is C(O)(C)(C)C. The product is [OH:1][C@@H:2]1[C:15]([CH3:17])([CH3:16])[O:14][C:13]2[C:4](=[C:5]3[C:10](=[CH:11][CH:12]=2)[N:9]=[C:8]([C:18]([NH2:19])=[O:29])[CH:7]=[CH:6]3)[C@H:3]1[NH:20][CH2:21][CH2:22][C:23]1[CH:24]=[CH:25][CH:26]=[CH:27][CH:28]=1. The yield is 0.540. (3) The product is [C:13]([O:12][C:10]([NH:1][C:2]1[S:3][CH:4]=[C:5]([C:7]([O:9][CH3:26])=[O:8])[N:6]=1)=[O:11])([CH3:16])([CH3:15])[CH3:14]. The catalyst is CN(C)C1C=CN=CC=1. The reactants are [NH2:1][C:2]1[S:3][CH:4]=[C:5]([C:7]([O-:9])=[O:8])[N:6]=1.[C:10](O[C:10]([O:12][C:13]([CH3:16])([CH3:15])[CH3:14])=[O:11])([O:12][C:13]([CH3:16])([CH3:15])[CH3:14])=[O:11].Cl[CH2:26]Cl.O1CCCC1. The yield is 0.860. (4) The reactants are [CH3:1][O:2][C:3]([N:5]1[CH2:10][CH2:9][CH:8]([C:11](O)=[O:12])[CH2:7][CH:6]1[C:14]1[CH:19]=[CH:18][C:17]([C:20]([F:23])([F:22])[F:21])=[CH:16][C:15]=1[CH3:24])=[O:4].N1(C(N2C=CN=C2)=O)C=CN=C1.[CH2:37]([O:39][C:40](=[O:45])[CH2:41]C([O-])=O)[CH3:38].[K+].[Cl-].[Mg+2].[Cl-]. The yield is 0.670. The catalyst is C1COCC1. The product is [CH2:37]([O:39][C:40](=[O:45])[CH2:41][C:11]([C@H:8]1[CH2:9][CH2:10][N:5]([C:3]([O:2][CH3:1])=[O:4])[C@@H:6]([C:14]2[CH:19]=[CH:18][C:17]([C:20]([F:22])([F:23])[F:21])=[CH:16][C:15]=2[CH3:24])[CH2:7]1)=[O:12])[CH3:38]. (5) The reactants are C[O:2][P:3]([CH2:7][CH:8]=[CH:9][CH2:10][CH:11]([CH2:15][C:16]([CH3:33])=[CH:17][CH2:18][C:19]1[C:20]([OH:32])=[C:21]2[C:25](=[C:26]([CH3:30])[C:27]=1[O:28][CH3:29])[CH2:24][O:23][C:22]2=[O:31])[C:12]([OH:14])=[O:13])([O:5]C)=[O:4].N1C(C)=CC=CC=1C.C[Si](Br)(C)C. The catalyst is C(#N)C. The product is [OH:5][P:3]([CH2:7][CH:8]=[CH:9][CH2:10][CH:11]([CH2:15][C:16]([CH3:33])=[CH:17][CH2:18][C:19]1[C:20]([OH:32])=[C:21]2[C:25](=[C:26]([CH3:30])[C:27]=1[O:28][CH3:29])[CH2:24][O:23][C:22]2=[O:31])[C:12]([OH:14])=[O:13])([OH:4])=[O:2]. The yield is 0.600. (6) The product is [C:1]([O:5][C:6]([NH:8][C@@H:9]([C@H:22]([CH3:30])[CH2:23][CH:24]([CH3:29])[CH2:25][CH2:26][CH:27]=[CH2:28])[C:10]([N:12]1[CH2:16][C@H:15]([OH:17])[CH2:14][C@H:13]1[C:18]([OH:20])=[O:19])=[O:11])=[O:7])([CH3:4])([CH3:3])[CH3:2]. The yield is 1.15. The reactants are [C:1]([O:5][C:6]([NH:8][C@@H:9]([C@H:22]([CH3:30])[CH2:23][CH:24]([CH3:29])[CH2:25][CH2:26][CH:27]=[CH2:28])[C:10]([N:12]1[CH2:16][C@H:15]([OH:17])[CH2:14][C@H:13]1[C:18]([O:20]C)=[O:19])=[O:11])=[O:7])([CH3:4])([CH3:3])[CH3:2].CO.[Li+].[OH-]. The catalyst is C1COCC1.O. (7) The reactants are O[CH2:2][CH2:3][N:4]([CH3:34])[C:5]([C:7]1[C:12]([O:13][CH2:14][C:15]2[CH:20]=[CH:19][CH:18]=[CH:17][CH:16]=2)=[C:11]([OH:21])[N:10]=[C:9]([CH2:22][C:23]2([C:28]3[CH:33]=[CH:32][CH:31]=[CH:30][N:29]=3)[CH2:27][CH2:26][CH2:25][CH2:24]2)[N:8]=1)=[O:6].N(C(OC(C)C)=O)=NC(OC(C)C)=O.CO.O. The catalyst is ClCCl.C(OCC)(=O)C. The product is [CH2:14]([O:13][C:12]1[C:11](=[O:21])[N:10]=[C:9]([CH2:22][C:23]2([C:28]3[CH:33]=[CH:32][CH:31]=[CH:30][N:29]=3)[CH2:27][CH2:26][CH2:25][CH2:24]2)[N:8]2[CH2:2][CH2:3][N:4]([CH3:34])[C:5](=[O:6])[C:7]=12)[C:15]1[CH:20]=[CH:19][CH:18]=[CH:17][CH:16]=1. The yield is 0.820.